Task: Predict the reaction yield, written as a fraction of the theoretical maximum amount of product (1.0 means a 100% yield; for example, 0.34 means a 34% yield).. Dataset: Reaction yield outcomes from USPTO patents with 853,638 reactions (1) The reactants are [Cl:1][C:2]1[N:3]=[C:4]([O:14][CH:15]2[CH2:32][CH:31]3[N:17]([C:18](=[O:37])[O:19][CH2:20][CH2:21][CH2:22][CH2:23][CH:24]=[CH:25][CH:26]4[C:28]([C:34](O)=[O:35])([NH:29][C:30]3=[O:33])[CH2:27]4)[CH2:16]2)[C:5]2[C:10]([CH:11]=1)=[CH:9][C:8]([O:12][CH3:13])=[CH:7][CH:6]=2.C(N1C=CN=C1)(N1C=CN=C1)=O.[CH:50]1([S:53]([NH2:56])(=[O:55])=[O:54])[CH2:52][CH2:51]1.C1CCN2C(=NCCC2)CC1. The catalyst is C1COCC1. The product is [Cl:1][C:2]1[N:3]=[C:4]([O:14][CH:15]2[CH2:32][CH:31]3[N:17]([C:18](=[O:37])[O:19][CH2:20][CH2:21][CH2:22][CH2:23][CH:24]=[CH:25][CH:26]4[C:28]([C:34]([NH:56][S:53]([CH:50]5[CH2:52][CH2:51]5)(=[O:55])=[O:54])=[O:35])([NH:29][C:30]3=[O:33])[CH2:27]4)[CH2:16]2)[C:5]2[C:10]([CH:11]=1)=[CH:9][C:8]([O:12][CH3:13])=[CH:7][CH:6]=2. The yield is 0.160. (2) The product is [CH3:1][C:2]1[C:6]([CH2:7][N:8]2[CH:12]=[C:11]([N:13]3[C:17](=[O:18])[CH2:16][N:15]([CH2:22][C:23]4[CH:28]=[CH:27][CH:26]=[CH:25][C:24]=4[N+:29]([O-:31])=[O:30])[C:14]3=[O:19])[CH:10]=[N:9]2)=[C:5]([CH3:20])[O:4][N:3]=1. The yield is 0.220. No catalyst specified. The reactants are [CH3:1][C:2]1[C:6]([CH2:7][N:8]2[CH:12]=[C:11]([N:13]3[C:17](=[O:18])[CH2:16][NH:15][C:14]3=[O:19])[CH:10]=[N:9]2)=[C:5]([CH3:20])[O:4][N:3]=1.Br[CH2:22][C:23]1[CH:28]=[CH:27][CH:26]=[CH:25][C:24]=1[N+:29]([O-:31])=[O:30].